From a dataset of Experimentally validated miRNA-target interactions with 360,000+ pairs, plus equal number of negative samples. Binary Classification. Given a miRNA mature sequence and a target amino acid sequence, predict their likelihood of interaction. (1) Result: 0 (no interaction). The miRNA is mmu-miR-3093-3p with sequence UGUGGACACCGUGGGAGGUUGG. The protein sequence of the target gene is MKMAPQNADPESMQVQELSVPLPDPQKAGGAEAENCETISEGSIDRIPMRLWVMHGAVMFGREFCYAMETALVTPILLQIGLPEQYYSLTWFLSPILGLIFTPLIGSASDRCTLSWGRRRPFILALCVGVLFGVALFLNGSAIGLALGDVPNRQPIGIVLTVLGVVVLDFSADATEGPIRAYLLDVVDSEEQDMALNIHAFSAGLGGAIGYVLGGLDWTQTFLGSWFRTQNQVLFFFAAIIFTVSVALHLFSIDEEQYSPQQERSAEEPGALDGGEPHGVPAFPDEVQSEHELALDYPDV.... (2) The miRNA is hsa-miR-3115 with sequence AUAUGGGUUUACUAGUUGGU. The protein sequence of the target gene is MEVLRRSSVFAAEIMDAFDRSPTDKELVAQAKALGREYVHARLLRAGLSWSAPERAAPVPGRLAEVCAVLLRLGDELEMIRPSVYRNVARQLHISLQSEPVVTDAFLAVAGHIFSAGITWGKVVSLYAVAAGLAVDCVRQAQPAMVHALVDCLGEFVRKTLATWLRRRGGWTDVLKCVVSTDPGLRSHWLVAALCSFGRFLKAAFFVLLPER. Result: 0 (no interaction).